This data is from Peptide-MHC class I binding affinity with 185,985 pairs from IEDB/IMGT. The task is: Regression. Given a peptide amino acid sequence and an MHC pseudo amino acid sequence, predict their binding affinity value. This is MHC class I binding data. The peptide sequence is SHLTTLATI. The MHC is HLA-A02:01 with pseudo-sequence HLA-A02:01. The binding affinity (normalized) is 0.123.